Dataset: Reaction yield outcomes from USPTO patents with 853,638 reactions. Task: Predict the reaction yield, written as a fraction of the theoretical maximum amount of product (1.0 means a 100% yield; for example, 0.34 means a 34% yield). (1) The reactants are [Br:1][C:2]1[CH:3]=[C:4](O)[CH:5]=[C:6]([O:8][CH3:9])[CH:7]=1.[CH3:11][C@@H:12]([OH:16])[CH2:13][O:14][CH3:15].C1(P(C2C=CC=CC=2)C2C=CC=CC=2)C=CC=CC=1.N(C(OCC)=O)=NC(OCC)=O. The catalyst is C1(C)C=CC=CC=1. The product is [Br:1][C:2]1[CH:3]=[C:4]([O:16][C@@H:12]([CH3:11])[CH2:13][O:14][CH3:15])[CH:5]=[C:6]([O:8][CH3:9])[CH:7]=1. The yield is 0.890. (2) The reactants are [Br:1][C:2]1[CH:7]=[CH:6][C:5]([O:8][C:9]2[CH:14]=[CH:13][CH:12]=[CH:11][CH:10]=2)=[CH:4][C:3]=1[OH:15].[C:16]([O-])([O-])=O.[K+].[K+].IC. The catalyst is CC(C)=O. The product is [CH3:16][O:15][C:3]1[CH:4]=[C:5]([O:8][C:9]2[CH:14]=[CH:13][CH:12]=[CH:11][CH:10]=2)[CH:6]=[CH:7][C:2]=1[Br:1]. The yield is 0.920.